The task is: Predict the product of the given reaction.. This data is from Forward reaction prediction with 1.9M reactions from USPTO patents (1976-2016). (1) Given the reactants [N:1]([CH:4]1[CH2:9][CH2:8][CH:7]([O:10][C:11]2[C:16]([F:17])=[CH:15][C:14]([C:18]3[CH:23]=[CH:22][C:21]([S:24]([CH3:27])(=[O:26])=[O:25])=[CH:20][CH:19]=3)=[CH:13][C:12]=2[F:28])[CH2:6][CH2:5]1)=[N+]=[N-], predict the reaction product. The product is: [F:17][C:16]1[CH:15]=[C:14]([C:18]2[CH:23]=[CH:22][C:21]([S:24]([CH3:27])(=[O:26])=[O:25])=[CH:20][CH:19]=2)[CH:13]=[C:12]([F:28])[C:11]=1[O:10][CH:7]1[CH2:6][CH2:5][CH:4]([NH2:1])[CH2:9][CH2:8]1. (2) Given the reactants Cl[CH2:2][CH2:3][CH2:4][CH2:5]/[C:6](=[N:13]\[S@:14]([C:16]([CH3:19])([CH3:18])[CH3:17])=[O:15])/[C:7]1[CH:12]=[CH:11][CH:10]=[CH:9][CH:8]=1.CC(C[AlH]CC(C)C)C.[Li+].C[Si]([N-][Si](C)(C)C)(C)C, predict the reaction product. The product is: [CH3:17][C:16]([S@@:14]([N:13]1[CH2:2][CH2:3][CH2:4][CH2:5][C@H:6]1[C:7]1[CH:12]=[CH:11][CH:10]=[CH:9][CH:8]=1)=[O:15])([CH3:19])[CH3:18]. (3) The product is: [F:37][C:28]1[C:27]([F:26])=[CH:32][CH:31]=[C:30]([N+:33]([O-:35])=[O:34])[C:29]=1[CH:18]([C:19](=[O:20])[CH3:21])[C:17]([O:23][CH2:24][CH3:25])=[O:22]. Given the reactants CCC([O-])(C)C.[Na+].C1(C)C=C(C)C=C(C)C=1.[C:17]([O:23][CH2:24][CH3:25])(=[O:22])[CH2:18][C:19]([CH3:21])=[O:20].[F:26][C:27]1[CH:32]=[CH:31][C:30]([N+:33]([O-:35])=[O:34])=[C:29](F)[C:28]=1[F:37], predict the reaction product. (4) Given the reactants [C:1]([NH2:6])([CH2:4][CH3:5])([CH3:3])[CH3:2].C(N(CC)CC)C.[F:14][C:15]1[CH:23]=[C:22]([F:24])[CH:21]=[CH:20][C:16]=1[C:17](Cl)=[O:18].C([O-])(O)=O.[Na+], predict the reaction product. The product is: [CH3:2][C:1]([NH:6][C:17](=[O:18])[C:16]1[CH:20]=[CH:21][C:22]([F:24])=[CH:23][C:15]=1[F:14])([CH3:3])[CH2:4][CH3:5]. (5) Given the reactants [OH-].[Li+].[C:3]([C:5]1[CH:10]=[CH:9][C:8]([C@H:11]2[N:16]3[N:17]=[N:18][N:19]=[C:15]3[N:14]([C:20]3[CH:25]=[CH:24][CH:23]=[C:22]([C:26]([F:29])([F:28])[F:27])[CH:21]=3)[C:13]([CH3:30])=[C:12]2[C:31]([O:33]CC)=[O:32])=[CH:7][CH:6]=1)#[N:4].Cl, predict the reaction product. The product is: [C:3]([C:5]1[CH:6]=[CH:7][C:8]([C@H:11]2[N:16]3[N:17]=[N:18][N:19]=[C:15]3[N:14]([C:20]3[CH:25]=[CH:24][CH:23]=[C:22]([C:26]([F:28])([F:27])[F:29])[CH:21]=3)[C:13]([CH3:30])=[C:12]2[C:31]([OH:33])=[O:32])=[CH:9][CH:10]=1)#[N:4]. (6) Given the reactants [Cl:1][C:2]1[CH:3]=[C:4]([CH:23]=[C:24]([N+:27]([O-])=O)[C:25]=1[F:26])[C:5]([NH:7][CH2:8][C:9]1[CH:14]=[CH:13][C:12]([C:15]#[N:16])=[CH:11][C:10]=1[O:17][CH2:18][C:19](=[O:22])[NH:20][CH3:21])=[O:6], predict the reaction product. The product is: [NH2:27][C:24]1[CH:23]=[C:4]([CH:3]=[C:2]([Cl:1])[C:25]=1[F:26])[C:5]([NH:7][CH2:8][C:9]1[CH:14]=[CH:13][C:12]([C:15]#[N:16])=[CH:11][C:10]=1[O:17][CH2:18][C:19](=[O:22])[NH:20][CH3:21])=[O:6]. (7) Given the reactants Br[C:2]1[CH:9]=[CH:8][C:5]([CH:6]=[O:7])=[C:4]([F:10])[CH:3]=1.[CH3:11][C:12]1([CH3:28])[C:16]([CH3:18])([CH3:17])[O:15][B:14]([B:14]2[O:15][C:16]([CH3:18])([CH3:17])[C:12]([CH3:28])([CH3:11])[O:13]2)[O:13]1, predict the reaction product. The product is: [F:10][C:4]1[CH:3]=[C:2]([B:14]2[O:15][C:16]([CH3:18])([CH3:17])[C:12]([CH3:28])([CH3:11])[O:13]2)[CH:9]=[CH:8][C:5]=1[CH:6]=[O:7]. (8) Given the reactants FC1C=C([C:8]2[C:17](N(C(C)C)C)=[N:16][C:15]3[C:10](=[CH:11][CH:12]=[C:13]([C:23]([O:25]C)=[O:24])[CH:14]=3)[N:9]=2)C=CC=1.CO.[OH-].[Na+], predict the reaction product. The product is: [N:9]1[C:10]2[C:15](=[CH:14][C:13]([C:23]([OH:25])=[O:24])=[CH:12][CH:11]=2)[N:16]=[CH:17][CH:8]=1.